From a dataset of Full USPTO retrosynthesis dataset with 1.9M reactions from patents (1976-2016). Predict the reactants needed to synthesize the given product. (1) The reactants are: O1[CH2:5][CH2:4][CH2:3][CH2:2]1.[CH2:6]([O:13][C:14]([NH:16][NH:17][C@@:18]([CH3:31])([CH2:22][C:23]1[CH:28]=[CH:27][C:26]([OH:29])=[C:25]([OH:30])[CH:24]=1)[C:19]([OH:21])=[O:20])=[O:15])[C:7]1[CH:12]=[CH:11][CH:10]=[CH:9][CH:8]=1.P([O-])([O-])([O-])=O.C(=O)([O-])[O-].[Cs+].[Cs+].[CH2:43](Br)[C:44]1[CH:49]=[CH:48][CH:47]=[CH:46][CH:45]=1. Given the product [CH2:2]([N:17]([C@@:18]([CH3:31])([CH2:22][C:23]1[CH:28]=[CH:27][C:26]([OH:29])=[C:25]([O:30][CH2:6][C:7]2[CH:12]=[CH:11][CH:10]=[CH:9][CH:8]=2)[CH:24]=1)[C:19]([O:21][CH2:43][C:44]1[CH:49]=[CH:48][CH:47]=[CH:46][CH:45]=1)=[O:20])[NH:16][C:14]([O:13][CH2:6][C:7]1[CH:12]=[CH:11][CH:10]=[CH:9][CH:8]=1)=[O:15])[C:3]1[CH:4]=[CH:3][CH:2]=[CH:5][CH:4]=1, predict the reactants needed to synthesize it. (2) Given the product [F:14][C:11]1[CH:12]=[C:13]2[C:8](=[CH:9][CH:10]=1)[N:7]=[CH:6][C:16]([CH3:18])=[CH:17]2, predict the reactants needed to synthesize it. The reactants are: C(O[C:6](=O)[NH:7][C:8]1[CH:13]=[CH:12][C:11]([F:14])=[CH:10][CH:9]=1)(C)(C)C.[C:16]([Li])(C)([CH3:18])[CH3:17].CCO/C=C(/C=O)\C.FC(F)(F)C(O)=O.[OH-].[Na+]. (3) The reactants are: [C:1]([O:4][C@@H:5]1[C@@H:10]([O:11][C:12](=[O:14])[CH3:13])[C@H:9]([O:15][C:16](=[O:18])[CH3:17])[C@@H:8]([CH2:19][O:20][C:21](=[O:23])[CH3:22])[O:7][C@H:6]1[O:24][C:25]1[C:29]([CH2:30][C:31]2[CH:36]=[CH:35][C:34]([O:37][CH2:38][CH2:39][NH2:40])=[CH:33][C:32]=2[CH3:41])=[C:28]([CH:42]([CH3:44])[CH3:43])[NH:27][N:26]=1)(=[O:3])[CH3:2].C(N(CC)CC)C.Cl[C:53](OC1C=CC([N+]([O-])=O)=CC=1)=[O:54].[CH2:65]([OH:72])[C:66]([NH2:71])([CH2:69][OH:70])[CH2:67][OH:68]. Given the product [C:1]([O:4][C@@H:5]1[C@@H:10]([O:11][C:12](=[O:14])[CH3:13])[C@H:9]([O:15][C:16](=[O:18])[CH3:17])[C@@H:8]([CH2:19][O:20][C:21](=[O:23])[CH3:22])[O:7][C@H:6]1[O:24][C:25]1[C:29]([CH2:30][C:31]2[CH:36]=[CH:35][C:34]([O:37][CH2:38][CH2:39][NH:40][C:53]([NH:71][C:66]([CH2:69][OH:70])([CH2:67][OH:68])[CH2:65][OH:72])=[O:54])=[CH:33][C:32]=2[CH3:41])=[C:28]([CH:42]([CH3:44])[CH3:43])[NH:27][N:26]=1)(=[O:3])[CH3:2], predict the reactants needed to synthesize it. (4) Given the product [CH3:26][C:27]1([CH3:42])[C:28]([C:11]2[CH:12]=[C:13]([C:16]([O:18][CH3:19])=[O:17])[CH:14]=[CH:15][C:10]=2[C:3]2[CH:4]=[C:5]([O:8][CH3:9])[CH:6]=[CH:7][C:2]=2[F:1])=[CH:29][CH2:30][CH2:31][CH2:32]1, predict the reactants needed to synthesize it. The reactants are: [F:1][C:2]1[CH:7]=[CH:6][C:5]([O:8][CH3:9])=[CH:4][C:3]=1[C:10]1[CH:15]=[CH:14][C:13]([C:16]([O:18][CH3:19])=[O:17])=[CH:12][C:11]=1I.CN(C=O)C.[CH3:26][C:27]1([CH3:42])[C:32](B2OC(C)(C)C(C)(C)O2)=[CH:31][CH2:30][CH2:29][CH2:28]1.C(=O)([O-])[O-].[K+].[K+]. (5) Given the product [C:1]([O:5][C:6]([N:8]1[C@@H:12](/[CH:13]=[C:14](/[C:15]2[CH:20]=[CH:19][CH:18]=[CH:17][CH:16]=2)\[CH2:24][CH3:25])[CH2:11][O:10][C:9]1([CH3:23])[CH3:22])=[O:7])([CH3:4])([CH3:3])[CH3:2], predict the reactants needed to synthesize it. The reactants are: [C:1]([O:5][C:6]([N:8]1[C@@H:12](/[CH:13]=[C:14](\Br)/[C:15]2[CH:20]=[CH:19][CH:18]=[CH:17][CH:16]=2)[CH2:11][O:10][C:9]1([CH3:23])[CH3:22])=[O:7])([CH3:4])([CH3:3])[CH3:2].[CH2:24]([Zn]CC)[CH3:25]. (6) Given the product [CH3:14][O:13][C:9]1[CH:8]=[C:7]([CH:2]([NH:28][CH3:22])[C:3]([O:5][CH3:6])=[O:4])[CH:12]=[CH:11][CH:10]=1, predict the reactants needed to synthesize it. The reactants are: Br[CH:2]([C:7]1[CH:12]=[CH:11][CH:10]=[C:9]([O:13][CH3:14])[CH:8]=1)[C:3]([O:5][CH3:6])=[O:4].OC1C=CC([C:22]([NH:28]C)(C)C(OC)=O)=CC=1. (7) Given the product [CH3:1][C:2]([C:6]1[N:7]=[CH:8][C:9]([C:38]2[CH:39]=[N:40][CH:41]=[C:42]([O:44][CH3:45])[CH:43]=2)=[CH:10][CH:11]=1)([C:21]1[CH:22]=[CH:23][C:24]([C:27]2[N:28]=[N:29][C:30]([C:33]([F:34])([F:35])[F:36])=[CH:31][CH:32]=2)=[CH:25][CH:26]=1)[CH:3]([CH3:4])[CH3:5], predict the reactants needed to synthesize it. The reactants are: [CH3:1][C:2]([C:21]1[CH:26]=[CH:25][C:24]([C:27]2[N:28]=[N:29][C:30]([C:33]([F:36])([F:35])[F:34])=[CH:31][CH:32]=2)=[CH:23][CH:22]=1)([C:6]1[CH:11]=[CH:10][C:9](B2OC(C)(C)C(C)(C)O2)=[CH:8][N:7]=1)[CH:3]([CH3:5])[CH3:4].Br[C:38]1[CH:39]=[N:40][CH:41]=[C:42]([O:44][CH3:45])[CH:43]=1.C(=O)([O-])[O-].[Na+].[Na+].C1(C)C=CC=CC=1. (8) Given the product [C:9]1([CH2:15][CH2:16][CH2:17][CH2:18][O:19][C:20]2[CH:21]=[C:22]3[C:27](=[CH:28][CH:29]=2)[CH:26]=[C:25]([CH2:30][N:1]2[CH2:6][CH2:5][CH2:4][CH2:3][CH2:2]2)[CH:24]=[CH:23]3)[CH:10]=[CH:11][CH:12]=[CH:13][CH:14]=1, predict the reactants needed to synthesize it. The reactants are: [NH:1]1[CH2:6][CH2:5][CH2:4][CH2:3][CH2:2]1.[OH-].[Na+].[C:9]1([CH2:15][CH2:16][CH2:17][CH2:18][O:19][C:20]2[CH:21]=[C:22]3[C:27](=[CH:28][CH:29]=2)[CH:26]=[C:25]([CH:30]=O)[CH:24]=[CH:23]3)[CH:14]=[CH:13][CH:12]=[CH:11][CH:10]=1. (9) Given the product [Cl:15][C:16]1[CH:24]=[CH:23][CH:22]=[C:21]([F:25])[C:17]=1[C:18]([C:3]1[C:4]2[C:5](=[C:6]([NH:10][C:11](=[O:14])[CH2:12][CH3:13])[N:7]=[CH:8][CH:9]=2)[NH:1][CH:2]=1)=[O:19], predict the reactants needed to synthesize it. The reactants are: [NH:1]1[C:5]2=[C:6]([NH:10][C:11](=[O:14])[CH2:12][CH3:13])[N:7]=[CH:8][CH:9]=[C:4]2[CH:3]=[CH:2]1.[Cl:15][C:16]1[CH:24]=[CH:23][CH:22]=[C:21]([F:25])[C:17]=1[C:18](Cl)=[O:19].